Dataset: Reaction yield outcomes from USPTO patents with 853,638 reactions. Task: Predict the reaction yield, written as a fraction of the theoretical maximum amount of product (1.0 means a 100% yield; for example, 0.34 means a 34% yield). (1) The reactants are Cl[C:2]1[CH:3]=[CH:4][C:5]2[C:14]3[CH:13]=[C:12]4[CH2:15][CH2:16][CH2:17][C:18](=[O:19])[C:11]4=[CH:10][C:9]=3[O:8][CH2:7][C:6]=2[CH:20]=1.P([O-])([O-])([O-])=O.[K+].[K+].[K+].CC(C1C=C(C(C)C)C(C2C=CC=CC=2P(C2CCCCC2)C2CCCCC2)=C(C(C)C)C=1)C.[Si:63]([C:67]#[CH:68])([CH3:66])([CH3:65])[CH3:64]. The catalyst is CC#N.CC#N.Cl[Pd]Cl.C(#N)C. The product is [CH3:64][Si:63]([C:67]#[C:68][C:2]1[CH:3]=[CH:4][C:5]2[C:14]3[CH:13]=[C:12]4[CH2:15][CH2:16][CH2:17][C:18](=[O:19])[C:11]4=[CH:10][C:9]=3[O:8][CH2:7][C:6]=2[CH:20]=1)([CH3:66])[CH3:65]. The yield is 0.334. (2) The reactants are [Cl:1][C:2]1[C:3]([O:12][C:13]2[CH:18]=[C:17]([O:19][CH2:20][CH2:21][O:22][CH3:23])[CH:16]=[CH:15][C:14]=2/[CH:24]=[C:25](\[CH3:29])/[C:26](O)=[O:27])=[N:4][CH:5]=[C:6]([C:8]([F:11])([F:10])[F:9])[CH:7]=1.Cl.C(N=C=NCCCN(C)C)C.[Cl:42][C:43]1[CH:48]=[CH:47][C:46]([S:49]([NH2:52])(=[O:51])=[O:50])=[CH:45][CH:44]=1.Cl. The catalyst is C(#N)C.CN(C)C1C=CN=CC=1.C(OCC)(=O)C. The product is [Cl:42][C:43]1[CH:44]=[CH:45][C:46]([S:49]([NH:52][C:26](=[O:27])/[C:25](/[CH3:29])=[CH:24]/[C:14]2[CH:15]=[CH:16][C:17]([O:19][CH2:20][CH2:21][O:22][CH3:23])=[CH:18][C:13]=2[O:12][C:3]2[C:2]([Cl:1])=[CH:7][C:6]([C:8]([F:9])([F:11])[F:10])=[CH:5][N:4]=2)(=[O:50])=[O:51])=[CH:47][CH:48]=1. The yield is 0.540. (3) The reactants are [OH:1][C:2]([C:44]1[S:45][CH:46]=[CH:47][CH:48]=1)([C:39]1[S:40][CH:41]=[CH:42][CH:43]=1)[C:3]([O:5][C@H:6]1[CH2:11][CH2:10][C@H:9]([N:12]([CH3:38])[CH2:13][CH2:14][CH2:15][C:16]2[C:24]3[C:19](=[CH:20][CH:21]=[CH:22][CH:23]=3)[N:18]([CH2:25][CH2:26]OS(C3C=CC(C)=CC=3)(=O)=O)[CH:17]=2)[CH2:8][CH2:7]1)=[O:4].[NH2:49][CH2:50][C@@H:51]([C:60]1[CH:69]=[CH:68][C:67]([OH:70])=[C:66]2[C:61]=1[CH:62]=[CH:63][C:64](=[O:71])[NH:65]2)[O:52][Si:53]([C:56]([CH3:59])([CH3:58])[CH3:57])([CH3:55])[CH3:54].C(=O)(O)[O-].[Na+].O. The catalyst is CN(C)C(=O)C. The product is [OH:1][C:2]([C:39]1[S:40][CH:41]=[CH:42][CH:43]=1)([C:44]1[S:45][CH:46]=[CH:47][CH:48]=1)[C:3]([O:5][C@H:6]1[CH2:11][CH2:10][C@H:9]([N:12]([CH2:13][CH2:14][CH2:15][C:16]2[C:24]3[C:19](=[CH:20][CH:21]=[CH:22][CH:23]=3)[N:18]([CH2:25][CH2:26][NH:49][CH2:50][C@H:51]([O:52][Si:53]([C:56]([CH3:59])([CH3:58])[CH3:57])([CH3:55])[CH3:54])[C:60]3[CH:69]=[CH:68][C:67]([OH:70])=[C:66]4[C:61]=3[CH:62]=[CH:63][C:64](=[O:71])[NH:65]4)[CH:17]=2)[CH3:38])[CH2:8][CH2:7]1)=[O:4]. The yield is 0.0500. (4) The reactants are [CH:1]([N:4]1[CH2:19][CH2:18][C:7]2[NH:8][C:9]3[CH:10]=[CH:11][C:12]([C:15](O)=[O:16])=[CH:13][C:14]=3[C:6]=2[CH2:5]1)([CH3:3])[CH3:2].[O:20]([CH:22]1[CH2:27][CH2:26][NH:25][CH2:24][CH2:23]1)[CH3:21].C(N(C(C)C)CC)(C)C.CN(C(ON1N=NC2C=CC=NC1=2)=[N+](C)C)C.F[P-](F)(F)(F)(F)F. The catalyst is CN(C=O)C. The product is [CH:1]([N:4]1[CH2:19][CH2:18][C:7]2[NH:8][C:9]3[CH:10]=[CH:11][C:12]([C:15]([N:25]4[CH2:26][CH2:27][CH:22]([O:20][CH3:21])[CH2:23][CH2:24]4)=[O:16])=[CH:13][C:14]=3[C:6]=2[CH2:5]1)([CH3:2])[CH3:3]. The yield is 0.390.